This data is from Reaction yield outcomes from USPTO patents with 853,638 reactions. The task is: Predict the reaction yield, written as a fraction of the theoretical maximum amount of product (1.0 means a 100% yield; for example, 0.34 means a 34% yield). (1) The reactants are FC1[CH:3]=[C:4]([CH:7]=[C:8]([N:10]2[CH2:15][CH2:14][C:13]3[N:16]=[C:17]([C:19]4[CH:24]=[CH:23][CH:22]=[CH:21][N:20]=4)[O:18][C:12]=3[CH2:11]2)[CH:9]=1)[C:5]#[N:6].BrC1C=[N:28]C=C(C=1)C#N. No catalyst specified. The product is [N:20]1[CH:21]=[CH:22][CH:23]=[CH:24][C:19]=1[C:17]1[O:18][C:12]2[CH2:11][N:10]([C:8]3[CH:9]=[N:6][CH:5]=[C:4]([CH:7]=3)[C:3]#[N:28])[CH2:15][CH2:14][C:13]=2[N:16]=1. The yield is 0.0930. (2) The reactants are [H-].[Na+].[C:3]([O:7][C:8]([N:10]1[CH2:24][C@@H:23]([CH3:25])[N:13]2[C:14]3[CH:15]=[C:16]([CH2:21][OH:22])[CH:17]=[CH:18][C:19]=3[CH2:20][C@@H:12]2[CH2:11]1)=[O:9])([CH3:6])([CH3:5])[CH3:4].I[CH3:27]. The catalyst is CN(C)C=O. The product is [C:3]([O:7][C:8]([N:10]1[CH2:24][C@@H:23]([CH3:25])[N:13]2[C:14]3[CH:15]=[C:16]([CH2:21][O:22][CH3:27])[CH:17]=[CH:18][C:19]=3[CH2:20][C@@H:12]2[CH2:11]1)=[O:9])([CH3:6])([CH3:4])[CH3:5]. The yield is 0.520. (3) The reactants are [N:1]1([C:7]([C:9]2[C:10]3[CH2:29][S:28](=[O:31])(=[O:30])[C:27]4[CH:26]=[CH:25][CH:24]=[CH:23][C:22]=4[C:11]=3[N:12]([C:14]3[CH:15]=[C:16]([CH:19]=[CH:20][CH:21]=3)[C:17]#[N:18])[N:13]=2)=[O:8])[CH2:6][CH2:5][O:4][CH2:3][CH2:2]1.[NH2:32][OH:33]. The catalyst is CCO. The product is [OH:33][N:32]=[C:17]([C:16]1[CH:19]=[CH:20][CH:21]=[C:14]([N:12]2[C:11]3[C:22]4[CH:23]=[CH:24][CH:25]=[CH:26][C:27]=4[S:28](=[O:30])(=[O:31])[CH2:29][C:10]=3[C:9]([C:7]([N:1]3[CH2:6][CH2:5][O:4][CH2:3][CH2:2]3)=[O:8])=[N:13]2)[CH:15]=1)[NH2:18]. The yield is 0.890. (4) The reactants are [Cl:1][C:2]1[CH:7]=[CH:6][C:5]([CH3:8])=[CH:4][N:3]=1.OO.NC(N)=[O:13].FC(F)(F)C(O)=O.S(S([O-])=O)([O-])=O.[Na+].[Na+].Cl. The catalyst is ClCCl. The product is [Cl:1][C:2]1[CH:7]=[CH:6][C:5]([CH3:8])=[CH:4][N+:3]=1[O-:13]. The yield is 0.730. (5) The reactants are [CH3:1][O:2][C:3]1[CH:11]=[C:10]2[C:6]([CH2:7][N:8]([C:13]3[CH:14]=[C:15]4[C:20](=[CH:21][CH:22]=3)[N+:19]([O-])=[CH:18][CH:17]=[CH:16]4)[C:9]2=[O:12])=[CH:5][CH:4]=1.C(OC(=O)C)(=[O:26])C. The catalyst is O. The product is [CH3:1][O:2][C:3]1[CH:11]=[C:10]2[C:6]([CH2:7][N:8]([C:13]3[CH:14]=[C:15]4[C:20](=[CH:21][CH:22]=3)[NH:19][C:18](=[O:26])[CH:17]=[CH:16]4)[C:9]2=[O:12])=[CH:5][CH:4]=1. The yield is 0.240. (6) The reactants are [NH2:1][C:2]1[CH:7]=[C:6]([O:8][C:9]2[C:14]([F:15])=[CH:13][C:12]([NH:16][C:17]([C:19]3([C:22]([NH:24][C:25]4[CH:30]=[CH:29][C:28]([F:31])=[CH:27][CH:26]=4)=[O:23])[CH2:21][CH2:20]3)=[O:18])=[C:11]([F:32])[CH:10]=2)[CH:5]=[CH:4][N:3]=1.[F:33][C:34]([CH3:39])([CH3:38])[C:35](O)=[O:36].CN(C(ON1N=NC2C=CC=NC1=2)=[N+](C)C)C.F[P-](F)(F)(F)(F)F.CCN(C(C)C)C(C)C. The catalyst is C(Cl)Cl. The product is [F:32][C:11]1[CH:10]=[C:9]([O:8][C:6]2[CH:5]=[CH:4][N:3]=[C:2]([NH:1][C:35](=[O:36])[C:34]([F:33])([CH3:39])[CH3:38])[CH:7]=2)[C:14]([F:15])=[CH:13][C:12]=1[NH:16][C:17]([C:19]1([C:22]([NH:24][C:25]2[CH:26]=[CH:27][C:28]([F:31])=[CH:29][CH:30]=2)=[O:23])[CH2:21][CH2:20]1)=[O:18]. The yield is 0.430. (7) The reactants are [F:1][C:2]1[CH:7]=[C:6]([N+:8]([O-])=O)[CH:5]=[C:4]([S:11]([CH3:14])(=[O:13])=[O:12])[CH:3]=1. The catalyst is C(O)C.[Pd]. The product is [F:1][C:2]1[CH:7]=[C:6]([CH:5]=[C:4]([S:11]([CH3:14])(=[O:13])=[O:12])[CH:3]=1)[NH2:8]. The yield is 1.00. (8) The reactants are [CH:1]1([C:7]2[CH:12]=[C:11]([CH3:13])[NH:10][C:9](=[O:14])[C:8]=2[C:15]#[N:16])[CH2:6][CH2:5][CH2:4][CH2:3][CH2:2]1.[BH4-].[Na+].II.Cl. The catalyst is C1COCC1. The product is [NH2:16][CH2:15][C:8]1[C:9](=[O:14])[NH:10][C:11]([CH3:13])=[CH:12][C:7]=1[CH:1]1[CH2:6][CH2:5][CH2:4][CH2:3][CH2:2]1. The yield is 0.250. (9) The reactants are [Br:1][C:2]1[CH:7]=[C:6]([C:8]([F:17])([C:13]([F:16])([F:15])[F:14])[C:9]([F:12])([F:11])[F:10])[CH:5]=[C:4]([C:18]([F:21])([F:20])[F:19])[C:3]=1[NH:22][C:23](=[O:34])[C:24]1[CH:29]=[CH:28][C:27]([C:30]#[N:31])=[C:26](F)[C:25]=1[F:33].C(=O)([O-])[O-].[NH4+:39].[NH4+].O.C(OCC)(=O)C. The catalyst is CS(C)=O. The product is [NH2:39][C:26]1[C:25]([F:33])=[C:24]([CH:29]=[CH:28][C:27]=1[C:30]#[N:31])[C:23]([NH:22][C:3]1[C:4]([C:18]([F:20])([F:21])[F:19])=[CH:5][C:6]([C:8]([F:17])([C:13]([F:15])([F:14])[F:16])[C:9]([F:10])([F:12])[F:11])=[CH:7][C:2]=1[Br:1])=[O:34]. The yield is 0.510. (10) The reactants are [CH2:1]([O:8][N:9]1[C:15](=[O:16])[N:14]2[CH2:17][C@H:10]1[CH2:11][CH2:12][C@H:13]2[CH:18]=O)[C:2]1[CH:7]=[CH:6][CH:5]=[CH:4][CH:3]=1.Cl.[NH2:21][OH:22].N1C=CC=CC=1. The catalyst is CCO. The product is [CH2:1]([O:8][N:9]1[C:15](=[O:16])[N:14]2[CH2:17][CH:10]1[CH2:11][CH2:12][CH:13]2/[CH:18]=[N:21]/[OH:22])[C:2]1[CH:3]=[CH:4][CH:5]=[CH:6][CH:7]=1. The yield is 0.420.